From a dataset of Forward reaction prediction with 1.9M reactions from USPTO patents (1976-2016). Predict the product of the given reaction. (1) Given the reactants [CH3:1][N:2]1[CH:6]=[CH:5][C:4]([NH:7][C:8](=[O:31])[CH:9]([N:14]2[C:19](=[O:20])[CH:18]=[C:17]([O:21]N3C4C=CC=CC=4N=N3)[CH:16]=[N:15]2)[CH2:10][CH:11]([CH3:13])[CH3:12])=[N:3]1.C(=O)([O-])[O-].[Cs+].[Cs+].[NH:38]1[C:46]2[CH:45]=[CH:44][CH:43]=[C:42](O)[C:41]=2[CH:40]=[CH:39]1, predict the reaction product. The product is: [CH3:1][N:2]1[CH:6]=[CH:5][C:4]([NH:7][C:8](=[O:31])[CH:9]([N:14]2[C:19](=[O:20])[CH:18]=[C:17]([O:21][C:42]3[CH:43]=[CH:44][CH:45]=[C:46]4[C:41]=3[CH:40]=[CH:39][NH:38]4)[CH:16]=[N:15]2)[CH2:10][CH:11]([CH3:12])[CH3:13])=[N:3]1. (2) Given the reactants [F:1][C:2]([F:22])([F:21])[C:3]1[CH:20]=[CH:19][C:6]([CH2:7][O:8][N:9]=[C:10]([C:12]2[CH:17]=[CH:16][C:15]([OH:18])=[CH:14][CH:13]=2)[CH3:11])=[CH:5][CH:4]=1.[CH2:23](Cl)[C:24]#[CH:25].CN(C=O)C, predict the reaction product. The product is: [F:1][C:2]([F:21])([F:22])[C:3]1[CH:20]=[CH:19][C:6]([CH2:7][O:8][N:9]=[C:10]([C:12]2[CH:17]=[CH:16][C:15]([O:18][CH2:25][C:24]#[CH:23])=[CH:14][CH:13]=2)[CH3:11])=[CH:5][CH:4]=1. (3) The product is: [C:23]([C:16]1[C:17](=[O:22])[C:18]([O:20][CH3:21])=[CH:19][N:14]([C:3]2[CH:4]=[CH:5][CH:6]=[C:7]([C:8]3[CH:9]=[N:10][N:11]([CH3:13])[CH:12]=3)[C:2]=2[F:1])[N:15]=1)(=[O:24])[CH3:29]. Given the reactants [F:1][C:2]1[C:7]([C:8]2[CH:9]=[N:10][N:11]([CH3:13])[CH:12]=2)=[CH:6][CH:5]=[CH:4][C:3]=1[N:14]1[CH:19]=[C:18]([O:20][CH3:21])[C:17](=[O:22])[C:16]([C:23](N(OC)C)=[O:24])=[N:15]1.[CH3:29][Mg+].[Br-], predict the reaction product. (4) Given the reactants [CH3:1][O:2][C:3]1[N:8]=[C:7]([N+]([O-])=O)[C:6](NC(=O)C)=[CH:5][C:4]=1[CH3:16].[OH-].[Na+].O, predict the reaction product. The product is: [CH3:1][O:2][C:3]1[C:4]([CH3:16])=[CH:5][CH:6]=[CH:7][N:8]=1. (5) Given the reactants [NH2:1][CH2:2][C:3]1[N:8]=[C:7]([CH2:9][OH:10])[CH:6]=[CH:5][CH:4]=1.[Si:11](Cl)([C:14]([CH3:17])([CH3:16])[CH3:15])([CH3:13])[CH3:12].N1C=CN=C1.[OH-].[Na+], predict the reaction product. The product is: [Si:11]([O:10][CH2:9][C:7]1[N:8]=[C:3]([CH2:2][NH2:1])[CH:4]=[CH:5][CH:6]=1)([C:14]([CH3:17])([CH3:16])[CH3:15])([CH3:13])[CH3:12]. (6) Given the reactants [C:1]([N:4]1[CH2:8][CH2:7][NH:6][C:5]1=[O:9])(=[O:3])[CH3:2].Br[C:11]1[CH:12]=[CH:13][C:14]([C:17]([N:19]2[CH2:24][CH2:23][N:22]([C:25]3[C:30]([CH3:31])=[CH:29][C:28]([CH:32]4[CH2:34][CH2:33]4)=[CH:27][N:26]=3)[CH2:21][CH2:20]2)=[O:18])=[N:15][CH:16]=1, predict the reaction product. The product is: [C:1]([N:4]1[CH2:8][CH2:7][N:6]([C:11]2[CH:16]=[N:15][C:14]([C:17]([N:19]3[CH2:24][CH2:23][N:22]([C:25]4[C:30]([CH3:31])=[CH:29][C:28]([CH:32]5[CH2:34][CH2:33]5)=[CH:27][N:26]=4)[CH2:21][CH2:20]3)=[O:18])=[CH:13][CH:12]=2)[C:5]1=[O:9])(=[O:3])[CH3:2]. (7) Given the reactants [Br:1][C:2]1[C:11]2[C:6](=[CH:7][CH:8]=[CH:9][CH:10]=2)[C:5]([OH:12])=[CH:4][CH:3]=1.C(=O)([O-])[O-].[K+].[K+].Br[CH:20]([CH3:22])[CH3:21], predict the reaction product. The product is: [CH:20]([O:12][C:5]1[C:6]2[C:11](=[CH:10][CH:9]=[CH:8][CH:7]=2)[C:2]([Br:1])=[CH:3][CH:4]=1)([CH3:22])[CH3:21].